Dataset: Experimentally validated miRNA-target interactions with 360,000+ pairs, plus equal number of negative samples. Task: Binary Classification. Given a miRNA mature sequence and a target amino acid sequence, predict their likelihood of interaction. The miRNA is hsa-miR-518e-5p with sequence CUCUAGAGGGAAGCGCUUUCUG. The protein sequence of the target gene is MKMADAKQKRNEQLKRWIGSETDLEPPVVKRQKTKVKFDDGAVFLAACSSGDTDEVLKLLHRGADINYANVDGLTALHQACIDDNVDMVKFLVENGANINQPDNEGWIPLHAAASCGYLDIAEFLIGQGAHVGAVNSEGDTPLDIAEEEAMEELLQNEVNRQGVDIEAARKEEERIMLRDARQWLNSGHINDVRHAKSGGTALHVAAAKGYTEVLKLLIQAGYDVNIKDYDGWTPLHAAAHWGKEEACRILVDNLCDMEMVNKVGQTAFDVADEDILGYLEELQKKQNLLHSEKRDKKSP.... Result: 1 (interaction).